This data is from Reaction yield outcomes from USPTO patents with 853,638 reactions. The task is: Predict the reaction yield, written as a fraction of the theoretical maximum amount of product (1.0 means a 100% yield; for example, 0.34 means a 34% yield). (1) The product is [Cl:6][C:7]1[C:8]2[S:15][C:14]([CH2:16][OH:17])=[CH:13][C:9]=2[N:10]=[CH:11][N:12]=1. The reactants are [BH4-].[Na+].C(O)C.[Cl:6][C:7]1[C:8]2[S:15][C:14]([CH:16]=[O:17])=[CH:13][C:9]=2[N:10]=[CH:11][N:12]=1. The catalyst is O. The yield is 0.980. (2) The reactants are ClCCCl.[O:5]([CH2:13][CH:14]=O)[Si:6]([C:9]([CH3:12])([CH3:11])[CH3:10])([CH3:8])[CH3:7].[CH2:16]([N:23]1[CH2:27][CH2:26][C@H:25]([NH:28][CH3:29])[CH2:24]1)[C:17]1[CH:22]=[CH:21][CH:20]=[CH:19][CH:18]=1.C(O[BH-](OC(=O)C)OC(=O)C)(=O)C.[Na+]. The catalyst is C(O)(=O)C. The product is [CH2:16]([N:23]1[CH2:27][CH2:26][C@H:25]([N:28]([CH2:14][CH2:13][O:5][Si:6]([C:9]([CH3:12])([CH3:11])[CH3:10])([CH3:8])[CH3:7])[CH3:29])[CH2:24]1)[C:17]1[CH:18]=[CH:19][CH:20]=[CH:21][CH:22]=1. The yield is 0.240. (3) The reactants are [Cl:1][C:2]1[N:7]=[C:6](Cl)[C:5]([F:9])=[CH:4][N:3]=1.[CH2:10]([O:14][C:15]1[CH:21]=[CH:20][C:18]([NH2:19])=[CH:17][CH:16]=1)[CH2:11][CH2:12][CH3:13].Cl.[OH-].[Na+]. The catalyst is CC(C)=O.O. The product is [Cl:1][C:2]1[N:7]=[C:6]([NH:19][C:18]2[CH:17]=[CH:16][C:15]([O:14][CH2:10][CH2:11][CH2:12][CH3:13])=[CH:21][CH:20]=2)[C:5]([F:9])=[CH:4][N:3]=1. The yield is 0.800.